Dataset: NCI-60 drug combinations with 297,098 pairs across 59 cell lines. Task: Regression. Given two drug SMILES strings and cell line genomic features, predict the synergy score measuring deviation from expected non-interaction effect. (1) Drug 2: C1=NC(=NC(=O)N1C2C(C(C(O2)CO)O)O)N. Cell line: SN12C. Drug 1: CC12CCC(CC1=CCC3C2CCC4(C3CC=C4C5=CN=CC=C5)C)O. Synergy scores: CSS=4.15, Synergy_ZIP=-1.38, Synergy_Bliss=-0.687, Synergy_Loewe=-0.642, Synergy_HSA=-0.694. (2) Drug 1: CC1CCC2CC(C(=CC=CC=CC(CC(C(=O)C(C(C(=CC(C(=O)CC(OC(=O)C3CCCCN3C(=O)C(=O)C1(O2)O)C(C)CC4CCC(C(C4)OC)O)C)C)O)OC)C)C)C)OC. Drug 2: CNC(=O)C1=NC=CC(=C1)OC2=CC=C(C=C2)NC(=O)NC3=CC(=C(C=C3)Cl)C(F)(F)F. Cell line: KM12. Synergy scores: CSS=6.94, Synergy_ZIP=0.436, Synergy_Bliss=6.81, Synergy_Loewe=4.40, Synergy_HSA=5.40. (3) Drug 1: CC1C(C(CC(O1)OC2CC(CC3=C2C(=C4C(=C3O)C(=O)C5=C(C4=O)C(=CC=C5)OC)O)(C(=O)C)O)N)O.Cl. Drug 2: CCC1(CC2CC(C3=C(CCN(C2)C1)C4=CC=CC=C4N3)(C5=C(C=C6C(=C5)C78CCN9C7C(C=CC9)(C(C(C8N6C)(C(=O)OC)O)OC(=O)C)CC)OC)C(=O)OC)O.OS(=O)(=O)O. Cell line: OVCAR-4. Synergy scores: CSS=24.8, Synergy_ZIP=-3.21, Synergy_Bliss=1.64, Synergy_Loewe=-3.69, Synergy_HSA=2.73. (4) Drug 1: CC1=C(C=C(C=C1)C(=O)NC2=CC(=CC(=C2)C(F)(F)F)N3C=C(N=C3)C)NC4=NC=CC(=N4)C5=CN=CC=C5. Drug 2: COCCOC1=C(C=C2C(=C1)C(=NC=N2)NC3=CC=CC(=C3)C#C)OCCOC.Cl. Cell line: IGROV1. Synergy scores: CSS=12.1, Synergy_ZIP=6.27, Synergy_Bliss=5.77, Synergy_Loewe=-0.322, Synergy_HSA=4.93. (5) Drug 1: C1CN1P(=S)(N2CC2)N3CC3. Drug 2: COC1=NC(=NC2=C1N=CN2C3C(C(C(O3)CO)O)O)N. Cell line: SW-620. Synergy scores: CSS=19.3, Synergy_ZIP=-3.21, Synergy_Bliss=1.99, Synergy_Loewe=-5.68, Synergy_HSA=-0.199. (6) Drug 1: CN1CCC(CC1)COC2=C(C=C3C(=C2)N=CN=C3NC4=C(C=C(C=C4)Br)F)OC. Drug 2: CC(C)(C#N)C1=CC(=CC(=C1)CN2C=NC=N2)C(C)(C)C#N. Cell line: EKVX. Synergy scores: CSS=13.1, Synergy_ZIP=-4.14, Synergy_Bliss=-5.35, Synergy_Loewe=-6.17, Synergy_HSA=-4.64. (7) Drug 1: CC12CCC3C(C1CCC2=O)CC(=C)C4=CC(=O)C=CC34C. Drug 2: COCCOC1=C(C=C2C(=C1)C(=NC=N2)NC3=CC=CC(=C3)C#C)OCCOC.Cl. Cell line: MDA-MB-231. Synergy scores: CSS=51.3, Synergy_ZIP=-0.740, Synergy_Bliss=2.24, Synergy_Loewe=1.62, Synergy_HSA=2.48.